This data is from Retrosynthesis with 50K atom-mapped reactions and 10 reaction types from USPTO. The task is: Predict the reactants needed to synthesize the given product. (1) Given the product COc1c(Br)ccc2oc(C(=O)OC(C)(C)C)c(C)c12, predict the reactants needed to synthesize it. The reactants are: CI.Cc1c(C(=O)OC(C)(C)C)oc2ccc(Br)c(O)c12. (2) Given the product O=[N+]([O-])c1cccnc1N1CCNCC1, predict the reactants needed to synthesize it. The reactants are: C1CNCCN1.O=[N+]([O-])c1cccnc1Cl. (3) Given the product CCNC(=O)CN(Cc1ccc(Cl)cc1)C1CCNC1, predict the reactants needed to synthesize it. The reactants are: CCNC(=O)CN(Cc1ccc(Cl)cc1)C1CCN(C(=O)OC(C)(C)C)C1.